This data is from TCR-epitope binding with 47,182 pairs between 192 epitopes and 23,139 TCRs. The task is: Binary Classification. Given a T-cell receptor sequence (or CDR3 region) and an epitope sequence, predict whether binding occurs between them. The epitope is YFPLQSYGF. The TCR CDR3 sequence is CASSQDRGLSYEQYF. Result: 1 (the TCR binds to the epitope).